Dataset: Reaction yield outcomes from USPTO patents with 853,638 reactions. Task: Predict the reaction yield, written as a fraction of the theoretical maximum amount of product (1.0 means a 100% yield; for example, 0.34 means a 34% yield). (1) The reactants are [Br:1]N1C(=O)CCC1=O.[Cl:9][C:10]1[CH:30]=[CH:29][C:13]([CH2:14][NH:15][C:16]([C:18]2[C:19](=[O:28])[C:20]3[CH:27]=[CH:26][O:25][C:21]=3[N:22]([CH3:24])[CH:23]=2)=[O:17])=[CH:12][CH:11]=1. The catalyst is C(Cl)(Cl)Cl. The product is [Br:1][C:26]1[O:25][C:21]2[N:22]([CH3:24])[CH:23]=[C:18]([C:16]([NH:15][CH2:14][C:13]3[CH:12]=[CH:11][C:10]([Cl:9])=[CH:30][CH:29]=3)=[O:17])[C:19](=[O:28])[C:20]=2[CH:27]=1. The yield is 0.610. (2) The reactants are [C:1]([N:4]([C:8]1[C:13]([Cl:14])=[C:12]([O:15][C:16]2[CH:21]=[CH:20][C:19]([NH:22][C:23]([C:25]3[C:26](=[O:38])[N:27]([C:32]4[CH:37]=[CH:36][CH:35]=[CH:34][CH:33]=4)[N:28]([CH3:31])[C:29]=3[CH3:30])=[O:24])=[CH:18][C:17]=2[F:39])[CH:11]=[CH:10][N:9]=1)C(=O)C)(=[O:3])[CH3:2].C([O-])([O-])=O.[Na+].[Na+]. The catalyst is CO.O. The product is [C:1]([NH:4][C:8]1[C:13]([Cl:14])=[C:12]([O:15][C:16]2[CH:21]=[CH:20][C:19]([NH:22][C:23]([C:25]3[C:26](=[O:38])[N:27]([C:32]4[CH:37]=[CH:36][CH:35]=[CH:34][CH:33]=4)[N:28]([CH3:31])[C:29]=3[CH3:30])=[O:24])=[CH:18][C:17]=2[F:39])[CH:11]=[CH:10][N:9]=1)(=[O:3])[CH3:2]. The yield is 0.667.